From a dataset of Catalyst prediction with 721,799 reactions and 888 catalyst types from USPTO. Predict which catalyst facilitates the given reaction. (1) Reactant: [C:1]([CH2:3][C:4]([OH:6])=O)#[N:2].C1(N=C=NC2CCCCC2)CCCCC1.[CH3:22][C:23]([CH3:55])([CH3:54])[CH:24]([C:31]1[CH:36]=[C:35]([O:37][CH2:38][C:39]2[CH:48]=[CH:47][C:46]3[C:41](=[CH:42][CH:43]=[C:44]([F:49])[CH:45]=3)[N:40]=2)[CH:34]=[CH:33][C:32]=1[C:50](=[N:52]O)[NH2:51])[C:25]1[CH:30]=[CH:29][CH:28]=[CH:27][CH:26]=1. Product: [CH3:22][C:23]([CH3:55])([CH3:54])[CH:24]([C:31]1[CH:36]=[C:35]([O:37][CH2:38][C:39]2[CH:48]=[CH:47][C:46]3[C:41](=[CH:42][CH:43]=[C:44]([F:49])[CH:45]=3)[N:40]=2)[CH:34]=[CH:33][C:32]=1[C:50]1[N:52]=[C:4]([CH2:3][C:1]#[N:2])[O:6][N:51]=1)[C:25]1[CH:26]=[CH:27][CH:28]=[CH:29][CH:30]=1. The catalyst class is: 2. (2) Reactant: Br.Br[CH:3]([C:11]1[CH:16]=[CH:15][N:14]=[CH:13][CH:12]=1)[C:4]([C:6]1[O:7][CH:8]=[CH:9][CH:10]=1)=O.C(N(CC)CC)C.[NH2:24][C:25]([NH2:27])=[S:26].C(=O)([O-])O.[Na+]. Product: [NH2:27][C:25]1[S:26][C:3]([C:11]2[CH:16]=[CH:15][N:14]=[CH:13][CH:12]=2)=[C:4]([C:6]2[O:7][CH:8]=[CH:9][CH:10]=2)[N:24]=1. The catalyst class is: 8.